From a dataset of Forward reaction prediction with 1.9M reactions from USPTO patents (1976-2016). Predict the product of the given reaction. (1) Given the reactants [CH3:1][C:2]1[C:6]([CH3:7])=[C:5]([C:8]2[CH:9]=[C:10]([CH:15]=[CH:16][C:17]=2[CH3:18])[C:11]([O:13][CH3:14])=[O:12])[NH:4][N:3]=1.[CH3:19]C1C=C(C)C(B2OC(C)(C)C(C)(C)O2)=CC=1C(OC)=O.CC1C=CC(C(OC)=O)=CC=1B1OC(C)(C)C(C)(C)O1, predict the reaction product. The product is: [CH3:1][C:2]1[C:6]([CH3:7])=[C:5]([C:8]2[C:17]([CH3:18])=[CH:16][C:15]([CH3:19])=[C:10]([CH:9]=2)[C:11]([O:13][CH3:14])=[O:12])[NH:4][N:3]=1. (2) Given the reactants [O:1]1[CH:5]=[CH:4][CH:3]=[C:2]1[CH2:6][C:7]1[CH:8]=[C:9]([CH:11]=[CH:12][CH:13]=1)[NH2:10].[Cl:14][C:15]1[CH:20]=[CH:19][C:18]([NH:21][C:22](=[O:29])[CH2:23][O:24][CH2:25][C:26](O)=[O:27])=[C:17]([C:30]([O:32]C)=[O:31])[CH:16]=1, predict the reaction product. The product is: [Cl:14][C:15]1[CH:20]=[CH:19][C:18]([NH:21][C:22](=[O:29])[CH2:23][O:24][CH2:25][C:26]([NH:10][C:9]2[CH:11]=[CH:12][CH:13]=[C:7]([CH2:6][C:2]3[O:1][CH:5]=[CH:4][CH:3]=3)[CH:8]=2)=[O:27])=[C:17]([CH:16]=1)[C:30]([OH:32])=[O:31]. (3) Given the reactants [F:1][CH:2]([F:33])[C:3]1[CH:8]=[CH:7][C:6]([C:9]2[C:10]3[N:11]([N:15]=[C:16]([NH:18][C:19]4[CH:24]=[CH:23][C:22]([CH:25]5[CH2:30][CH2:29][NH:28][CH2:27][CH2:26]5)=[CH:21][CH:20]=4)[N:17]=3)[CH:12]=[CH:13][CH:14]=2)=[C:5]([O:31][CH3:32])[CH:4]=1.Cl[CH2:35][C:36]([N:38]([CH3:40])[CH3:39])=[O:37], predict the reaction product. The product is: [F:33][CH:2]([F:1])[C:3]1[CH:8]=[CH:7][C:6]([C:9]2[C:10]3[N:11]([N:15]=[C:16]([NH:18][C:19]4[CH:20]=[CH:21][C:22]([CH:25]5[CH2:26][CH2:27][N:28]([CH2:35][C:36]([N:38]([CH3:40])[CH3:39])=[O:37])[CH2:29][CH2:30]5)=[CH:23][CH:24]=4)[N:17]=3)[CH:12]=[CH:13][CH:14]=2)=[C:5]([O:31][CH3:32])[CH:4]=1. (4) Given the reactants [Cl:1][C:2]1[CH:10]=[C:9]([NH:11][C:12]([C:14]2[CH:23]=[C:22]3[C:17]([CH2:18][CH2:19][CH2:20][N:21]3[S:24]([C:27]3[CH:32]=[CH:31][CH:30]=[C:29]([Cl:33])[CH:28]=3)(=[O:26])=[O:25])=[CH:16][CH:15]=2)=[O:13])[CH:8]=[CH:7][C:3]=1[C:4]([OH:6])=[O:5].Cl[C:35]1C=C(S(Cl)(=O)=O)C=CC=1, predict the reaction product. The product is: [CH3:35][O:5][C:4](=[O:6])[C:3]1[CH:7]=[CH:8][C:9]([NH:11][C:12]([C:14]2[CH:23]=[C:22]3[C:17]([CH2:18][CH2:19][CH2:20][N:21]3[S:24]([C:27]3[CH:32]=[CH:31][CH:30]=[C:29]([Cl:33])[CH:28]=3)(=[O:26])=[O:25])=[CH:16][CH:15]=2)=[O:13])=[CH:10][C:2]=1[Cl:1]. (5) Given the reactants [OH:1][C:2]1[CH:3]=[C:4]([S:11]([N:14]([CH2:20][C:21]2[CH:26]=[CH:25][C:24]([O:27][CH3:28])=[CH:23][CH:22]=2)[C:15]2[S:16][CH:17]=[CH:18][N:19]=2)(=[O:13])=[O:12])[CH:5]=[CH:6][C:7]=1[N+:8]([O-])=O, predict the reaction product. The product is: [NH2:8][C:7]1[CH:6]=[CH:5][C:4]([S:11]([N:14]([CH2:20][C:21]2[CH:26]=[CH:25][C:24]([O:27][CH3:28])=[CH:23][CH:22]=2)[C:15]2[S:16][CH:17]=[CH:18][N:19]=2)(=[O:12])=[O:13])=[CH:3][C:2]=1[OH:1].